Dataset: Forward reaction prediction with 1.9M reactions from USPTO patents (1976-2016). Task: Predict the product of the given reaction. (1) Given the reactants [CH3:1][C:2]1[CH:11]=[CH:10][C:9]2[C:4](=[C:5]([CH3:12])[CH:6]=[CH:7][CH:8]=2)[N:3]=1.CC[OH:15], predict the reaction product. The product is: [CH3:12][C:5]1[CH:6]=[CH:7][CH:8]=[C:9]2[C:4]=1[N:3]=[C:2]([CH:1]=[O:15])[CH:11]=[CH:10]2. (2) Given the reactants [CH3:1][O:2][CH2:3][C:4]1[N:8]=[C:7]([NH2:9])[NH:6][N:5]=1.[C:10]([C:12]([C:22](=O)[CH3:23])=[CH:13][C:14]1[CH:21]=[CH:20][C:17]([C:18]#[N:19])=[CH:16][CH:15]=1)#[N:11].C(=O)(O)[O-].[Na+], predict the reaction product. The product is: [C:18]([C:17]1[CH:20]=[CH:21][C:14]([CH:13]2[N:6]3[N:5]=[C:4]([CH2:3][O:2][CH3:1])[N:8]=[C:7]3[NH:9][C:22]([CH3:23])=[C:12]2[C:10]#[N:11])=[CH:15][CH:16]=1)#[N:19]. (3) The product is: [Cl:15][S:16]([C:8]1[CH:7]=[CH:6][C:5]2[O:1][N:2]=[C:3]([C:10]([OH:12])=[O:11])[C:4]=2[CH:9]=1)(=[O:18])=[O:17]. Given the reactants [O:1]1[C:5]2[CH:6]=[CH:7][CH:8]=[CH:9][C:4]=2[C:3]([C:10]([O:12]CC)=[O:11])=[N:2]1.[Cl:15][S:16](O)(=[O:18])=[O:17], predict the reaction product. (4) Given the reactants Br[C:2]1[CH:3]=[CH:4][C:5]([F:9])=[C:6]([CH3:8])[CH:7]=1.C([Li])(CC)C.O=[C:16]1[CH2:19][C:18]2([CH2:24][CH2:23][N:22](C(OC(C)(C)C)=O)[CH2:21][CH2:20]2)[CH2:17]1.C([SiH](CC)CC)C.FC(F)(F)C(O)=O.C(Cl)[Cl:47], predict the reaction product. The product is: [ClH:47].[F:9][C:5]1[CH:4]=[CH:3][C:2]([CH:16]2[CH2:19][C:18]3([CH2:24][CH2:23][NH:22][CH2:21][CH2:20]3)[CH2:17]2)=[CH:7][C:6]=1[CH3:8]. (5) Given the reactants [CH:1]12[CH2:10][CH:5]3[CH2:6][CH:7]([CH2:9][CH:3]([CH2:4]3)[CH:2]1[N:11]1[C:14](=[O:15])[C:13]([CH3:17])([CH3:16])[NH:12]1)[CH2:8]2.C(=O)([O-])[O-].[K+].[K+].[CH2:24]([O:26][C:27](=[O:30])[CH2:28]Br)[CH3:25].O, predict the reaction product. The product is: [CH3:16][C:13]1([CH3:17])[N:12]([CH2:28][C:27]([O:26][CH2:24][CH3:25])=[O:30])[N:11]([CH:2]2[CH:3]3[CH2:4][CH:5]4[CH2:6][CH:7]([CH2:8][CH:1]2[CH2:10]4)[CH2:9]3)[C:14]1=[O:15]. (6) Given the reactants [F:1][C:2]1[CH:29]=[CH:28][CH:27]=[CH:26][C:3]=1[CH2:4][N:5]1[C:9]2=[N:10][CH:11]=[CH:12][CH:13]=[C:8]2[C:7]([C:14]2[N:22]=[C:21]3[C:17]([N:18]([CH3:24])[C:19](=[O:23])[NH:20]3)=[C:16](I)[N:15]=2)=[N:6]1.[Cu][C:31]#[N:32], predict the reaction product. The product is: [F:1][C:2]1[CH:29]=[CH:28][CH:27]=[CH:26][C:3]=1[CH2:4][N:5]1[C:9]2=[N:10][CH:11]=[CH:12][CH:13]=[C:8]2[C:7]([C:14]2[N:22]=[C:21]3[C:17]([N:18]([CH3:24])[C:19](=[O:23])[NH:20]3)=[C:16]([C:31]#[N:32])[N:15]=2)=[N:6]1. (7) Given the reactants Br[C:2]1[CH:7]=[CH:6][C:5]([C:8]2[O:12][N:11]=[C:10]([CH3:13])[C:9]=2[CH2:14][NH:15][C:16]2[O:17][C:18]([C:21]3[CH:26]=[CH:25][CH:24]=[CH:23][CH:22]=3)=[N:19][N:20]=2)=[CH:4][CH:3]=1.[CH2:27]([O:29][C:30]([C:32]1([C:35]2[CH:40]=[CH:39][C:38](B3OC(C)(C)C(C)(C)O3)=[CH:37][CH:36]=2)[CH2:34][CH2:33]1)=[O:31])[CH3:28], predict the reaction product. The product is: [CH2:27]([O:29][C:30]([C:32]1([C:35]2[CH:40]=[CH:39][C:38]([C:2]3[CH:3]=[CH:4][C:5]([C:8]4[O:12][N:11]=[C:10]([CH3:13])[C:9]=4[CH2:14][NH:15][C:16]4[O:17][C:18]([C:21]5[CH:22]=[CH:23][CH:24]=[CH:25][CH:26]=5)=[N:19][N:20]=4)=[CH:6][CH:7]=3)=[CH:37][CH:36]=2)[CH2:33][CH2:34]1)=[O:31])[CH3:28]. (8) The product is: [CH2:1]([C@H:8]1[CH2:9][N:10]([C:14]2[CH:22]=[C:21]3[C:17]([C:18]([CH3:28])=[N:19][N:20]3[CH:23]3[CH2:24][CH2:25][CH2:26][CH2:27]3)=[CH:16][CH:15]=2)[CH2:11][CH2:12][N:13]1[C:43]([NH2:42])=[O:44])[C:2]1[CH:3]=[CH:4][CH:5]=[CH:6][CH:7]=1. Given the reactants [CH2:1]([C@@H:8]1[NH:13][CH2:12][CH2:11][N:10]([C:14]2[CH:22]=[C:21]3[C:17]([C:18]([CH3:28])=[N:19][N:20]3[CH:23]3[CH2:27][CH2:26][CH2:25][CH2:24]3)=[CH:16][CH:15]=2)[CH2:9]1)[C:2]1[CH:7]=[CH:6][CH:5]=[CH:4][CH:3]=1.C(N(C(C)C)CC)(C)C.C[Si]([N:42]=[C:43]=[O:44])(C)C, predict the reaction product. (9) Given the reactants C([O:3][C:4]([C:6]1[N:7]=[C:8]([NH:11][C:12]2[CH:13]=[N:14][CH:15]=[CH:16][CH:17]=2)[S:9][CH:10]=1)=[O:5])C.O1CCCC1.[OH-].[Na+], predict the reaction product. The product is: [N:14]1[CH:15]=[CH:16][CH:17]=[C:12]([NH:11][C:8]2[S:9][CH:10]=[C:6]([C:4]([OH:5])=[O:3])[N:7]=2)[CH:13]=1.